From a dataset of NCI-60 drug combinations with 297,098 pairs across 59 cell lines. Regression. Given two drug SMILES strings and cell line genomic features, predict the synergy score measuring deviation from expected non-interaction effect. (1) Drug 1: CC12CCC(CC1=CCC3C2CCC4(C3CC=C4C5=CN=CC=C5)C)O. Drug 2: C(CN)CNCCSP(=O)(O)O. Cell line: T-47D. Synergy scores: CSS=2.21, Synergy_ZIP=-2.16, Synergy_Bliss=-2.71, Synergy_Loewe=-11.5, Synergy_HSA=-3.55. (2) Drug 1: CCC1(CC2CC(C3=C(CCN(C2)C1)C4=CC=CC=C4N3)(C5=C(C=C6C(=C5)C78CCN9C7C(C=CC9)(C(C(C8N6C=O)(C(=O)OC)O)OC(=O)C)CC)OC)C(=O)OC)O.OS(=O)(=O)O. Drug 2: C1=CC=C(C=C1)NC(=O)CCCCCCC(=O)NO. Cell line: NCI-H322M. Synergy scores: CSS=-3.66, Synergy_ZIP=0.567, Synergy_Bliss=-0.640, Synergy_Loewe=-4.86, Synergy_HSA=-3.60. (3) Drug 1: CC1C(C(CC(O1)OC2CC(OC(C2O)C)OC3=CC4=CC5=C(C(=O)C(C(C5)C(C(=O)C(C(C)O)O)OC)OC6CC(C(C(O6)C)O)OC7CC(C(C(O7)C)O)OC8CC(C(C(O8)C)O)(C)O)C(=C4C(=C3C)O)O)O)O. Drug 2: C1=NNC2=C1C(=O)NC=N2. Cell line: RPMI-8226. Synergy scores: CSS=55.9, Synergy_ZIP=1.64, Synergy_Bliss=3.44, Synergy_Loewe=-31.8, Synergy_HSA=-0.417. (4) Cell line: MDA-MB-231. Drug 2: C1=NC2=C(N=C(N=C2N1C3C(C(C(O3)CO)O)F)Cl)N. Synergy scores: CSS=37.8, Synergy_ZIP=-5.69, Synergy_Bliss=-3.19, Synergy_Loewe=-22.5, Synergy_HSA=0.278. Drug 1: C1C(C(OC1N2C=NC3=C(N=C(N=C32)Cl)N)CO)O. (5) Drug 1: CC1=C(C(=CC=C1)Cl)NC(=O)C2=CN=C(S2)NC3=CC(=NC(=N3)C)N4CCN(CC4)CCO. Drug 2: C(CC(=O)O)C(=O)CN.Cl. Cell line: MOLT-4. Synergy scores: CSS=21.5, Synergy_ZIP=-2.79, Synergy_Bliss=6.84, Synergy_Loewe=-2.20, Synergy_HSA=1.93. (6) Drug 1: C1=CC(=CC=C1CCCC(=O)O)N(CCCl)CCCl. Drug 2: CCN(CC)CCNC(=O)C1=C(NC(=C1C)C=C2C3=C(C=CC(=C3)F)NC2=O)C. Cell line: HT29. Synergy scores: CSS=9.52, Synergy_ZIP=-6.74, Synergy_Bliss=-2.64, Synergy_Loewe=-4.80, Synergy_HSA=-3.49.